This data is from Full USPTO retrosynthesis dataset with 1.9M reactions from patents (1976-2016). The task is: Predict the reactants needed to synthesize the given product. (1) Given the product [CH3:12][O:6][C:5](=[O:7])[C:4]1[CH:8]=[CH:9][CH:10]=[C:2]([Cl:1])[C:3]=1[CH3:11], predict the reactants needed to synthesize it. The reactants are: [Cl:1][C:2]1[C:3]([CH3:11])=[C:4]([CH:8]=[CH:9][CH:10]=1)[C:5]([OH:7])=[O:6].[CH:12](OC)(OC)OC. (2) Given the product [CH3:1][C:2]1[C:3]([CH2:9][N:10]([CH2:28][C:29]2[C:34]([C:35]([C:38]3[CH:43]=[CH:42][C:41]([F:44])=[CH:40][CH:39]=3)([CH3:37])[CH3:36])=[CH:33][CH:32]=[CH:31][N:30]=2)[CH2:11][CH2:12][C:13]2[N:14]=[CH:15][NH:16][CH:17]=2)=[N:4][CH:5]=[C:6]([CH3:8])[CH:7]=1, predict the reactants needed to synthesize it. The reactants are: [CH3:1][C:2]1[C:3]([CH2:9][N:10]([CH2:28][C:29]2[C:34]([C:35]([C:38]3[CH:43]=[CH:42][C:41]([F:44])=[CH:40][CH:39]=3)([CH3:37])[CH3:36])=[CH:33][CH:32]=[CH:31][N:30]=2)[CH2:11][CH2:12][C:13]2[N:14]=[CH:15][N:16](S(C3C=CC(C)=CC=3)(=O)=O)[CH:17]=2)=[N:4][CH:5]=[C:6]([CH3:8])[CH:7]=1.C1C=CC2N(O)N=NC=2C=1.